Dataset: Catalyst prediction with 721,799 reactions and 888 catalyst types from USPTO. Task: Predict which catalyst facilitates the given reaction. (1) Reactant: [CH:1]([C:4]1[CH:5]=[C:6]([CH:9]=[C:10]([CH:21]([CH3:23])[CH3:22])[C:11]=1[O:12][CH2:13][CH2:14][N:15]1[CH2:20][CH2:19][O:18][CH2:17][CH2:16]1)[CH:7]=O)([CH3:3])[CH3:2].[Cl:24][C:25]1[CH:26]=[C:27]2[C:31](=[CH:32][CH:33]=1)[NH:30][C:29](=[O:34])[CH2:28]2.N1CCCC1.Cl. Product: [Cl:24][C:25]1[CH:26]=[C:27]2[C:31](=[CH:32][CH:33]=1)[NH:30][C:29](=[O:34])[C:28]2=[CH:7][C:6]1[CH:5]=[C:4]([CH:1]([CH3:3])[CH3:2])[C:11]([O:12][CH2:13][CH2:14][N:15]2[CH2:20][CH2:19][O:18][CH2:17][CH2:16]2)=[C:10]([CH:21]([CH3:23])[CH3:22])[CH:9]=1. The catalyst class is: 8. (2) Reactant: [Br:1][C:2]1[CH:7]=[CH:6][C:5]([CH:8]([C:13]2[C:14]([C:28]3[CH:33]=[CH:32][CH:31]=[CH:30][N:29]=3)=[N:15][N:16]([CH2:26][CH3:27])[C:17]=2[NH:18][C:19]([O:21][C:22]([CH3:25])([CH3:24])[CH3:23])=[O:20])[CH2:9][C:10](O)=[O:11])=[CH:4][CH:3]=1.BrC1C=CC(C=O)=CC=1.C(N1C(N)=CC(C2C=CC=CN=2)=N1)C.[H-].[H-].[H-].[H-].[Li+].[Al+3].O.O.O.O.O.O.O.O.O.O.S([O-])([O-])(=O)=O.[Na+].[Na+]. Product: [Br:1][C:2]1[CH:7]=[CH:6][C:5]([CH:8]([C:13]2[C:14]([C:28]3[CH:33]=[CH:32][CH:31]=[CH:30][N:29]=3)=[N:15][N:16]([CH2:26][CH3:27])[C:17]=2[NH:18][C:19](=[O:20])[O:21][C:22]([CH3:25])([CH3:23])[CH3:24])[CH2:9][CH2:10][OH:11])=[CH:4][CH:3]=1. The catalyst class is: 28. (3) Reactant: Br[C:2]1[C:7]([N:8](COC)[S:9]([C:12]2[CH:17]=[CH:16][C:15]([C:18]([CH3:21])([CH3:20])[CH3:19])=[CH:14][CH:13]=2)(=[O:11])=[O:10])=[CH:6][C:5]([Cl:25])=[CH:4][N:3]=1.[CH3:26][O:27][C:28]1[CH:29]=[C:30]([CH:37]=[CH:38][CH:39]=1)[C:31](N(OC)C)=[O:32].Cl.O1CCOCC1. Product: [C:18]([C:15]1[CH:14]=[CH:13][C:12]([S:9]([NH:8][C:7]2[C:2]([C:31](=[O:32])[C:30]3[CH:37]=[CH:38][CH:39]=[C:28]([O:27][CH3:26])[CH:29]=3)=[N:3][CH:4]=[C:5]([Cl:25])[CH:6]=2)(=[O:11])=[O:10])=[CH:17][CH:16]=1)([CH3:20])([CH3:19])[CH3:21]. The catalyst class is: 238. (4) Reactant: [Cl:1][C:2]1[CH:3]=[C:4](B(O)O)[CH:5]=[CH:6][C:7]=1[O:8][CH3:9].Br[C:14]1[CH:15]=[N:16][CH:17]=[C:18]([CH:23]=1)[C:19]([O:21][CH3:22])=[O:20].C([O-])([O-])=O.[Cs+].[Cs+].O. Product: [CH3:22][O:21][C:19](=[O:20])[C:18]1[CH:23]=[C:14]([C:4]2[CH:5]=[CH:6][C:7]([O:8][CH3:9])=[C:2]([Cl:1])[CH:3]=2)[CH:15]=[N:16][CH:17]=1. The catalyst class is: 128. (5) Reactant: C[N:2](C)[CH:3]=[CH:4][C:5]([C:7]1[C:12](=[O:13])[CH:11]=[CH:10][N:9]([C:14]2[CH:19]=[CH:18][CH:17]=[C:16]([C:20]([F:23])([F:22])[F:21])[CH:15]=2)[N:8]=1)=O.Cl.[Cl:26][C:27]1[CH:32]=[CH:31][CH:30]=[CH:29][C:28]=1[NH:33]N.CCN(CC)CC. Product: [Cl:26][C:27]1[CH:32]=[CH:31][CH:30]=[CH:29][C:28]=1[N:33]1[C:5]([C:7]2[C:12](=[O:13])[CH:11]=[CH:10][N:9]([C:14]3[CH:19]=[CH:18][CH:17]=[C:16]([C:20]([F:23])([F:22])[F:21])[CH:15]=3)[N:8]=2)=[CH:4][CH:3]=[N:2]1. The catalyst class is: 8. (6) Reactant: [Cl:1][C:2]1[CH:3]=[CH:4][C:5]([NH:8][C:9]([C:11]2[CH:16]=[C:15]([Cl:17])[CH:14]=[CH:13][C:12]=2[NH:18][C:19]([C:21]2[CH:26]=[CH:25][C:24]([S:27]([CH2:40][CH2:41][O:42]C)(=[N:29]C(OCC3C=CC=CC=3)=O)=[O:28])=[CH:23][CH:22]=2)=[O:20])=[O:10])=[N:6][CH:7]=1.B(Br)(Br)Br. Product: [Cl:1][C:2]1[CH:3]=[CH:4][C:5]([NH:8][C:9]([C:11]2[CH:16]=[C:15]([Cl:17])[CH:14]=[CH:13][C:12]=2[NH:18][C:19]([C:21]2[CH:26]=[CH:25][C:24]([S:27]([CH2:40][CH2:41][OH:42])(=[NH:29])=[O:28])=[CH:23][CH:22]=2)=[O:20])=[O:10])=[N:6][CH:7]=1. The catalyst class is: 2. (7) Reactant: [Br:1][C:2]1[CH:7]=[CH:6][C:5]([N+:8]([O-:10])=[O:9])=[C:4](F)[CH:3]=1.[CH3:12][NH2:13]. Product: [Br:1][C:2]1[CH:7]=[CH:6][C:5]([N+:8]([O-:10])=[O:9])=[C:4]([CH:3]=1)[NH:13][CH3:12]. The catalyst class is: 8. (8) Reactant: FC1C=CC(C(Cl)=O)=CC=1.[CH3:11][O:12][C:13]1[CH:14]=[C:15]2[C:20](=[CH:21][C:22]=1[O:23][CH3:24])[N:19]=[CH:18][N:17]=[C:16]2[O:25][C:26]1[CH:32]=[CH:31][C:29]([NH2:30])=[CH:28][CH:27]=1.[F:33][C:34]1[CH:39]=[CH:38][C:37]([C:40]([N:42]=[C:43]=[S:44])=[O:41])=[CH:36][CH:35]=1. Product: [F:33][C:34]1[CH:35]=[CH:36][C:37]([C:40]([N:42]=[C:43]=[S:44])=[O:41])=[CH:38][CH:39]=1.[CH3:11][O:12][C:13]1[CH:14]=[C:15]2[C:20](=[CH:21][C:22]=1[O:23][CH3:24])[N:19]=[CH:18][N:17]=[C:16]2[O:25][C:26]1[CH:32]=[CH:31][C:29]([NH:30][C:43]([NH:42][C:40](=[O:41])[C:37]2[CH:38]=[CH:39][C:34]([F:33])=[CH:35][CH:36]=2)=[S:44])=[CH:28][CH:27]=1. The catalyst class is: 234.